Dataset: CYP3A4 inhibition data for predicting drug metabolism from PubChem BioAssay. Task: Regression/Classification. Given a drug SMILES string, predict its absorption, distribution, metabolism, or excretion properties. Task type varies by dataset: regression for continuous measurements (e.g., permeability, clearance, half-life) or binary classification for categorical outcomes (e.g., BBB penetration, CYP inhibition). Dataset: cyp3a4_veith. (1) The molecule is CC(=O)c1cnc2cc(C)nn2c1C. The result is 0 (non-inhibitor). (2) The result is 0 (non-inhibitor). The molecule is CC(=O)c1cc2c(cc1NC(=O)CCCC(=O)O)OCO2. (3) The result is 1 (inhibitor). The drug is CC(=O)NCCNc1nc(-c2cccc(C#N)c2)nc2ccccc12. (4) The molecule is CCOc1nc(NC(C)C)nc(NC(C)C)n1. The result is 0 (non-inhibitor).